This data is from Forward reaction prediction with 1.9M reactions from USPTO patents (1976-2016). The task is: Predict the product of the given reaction. (1) The product is: [Cl:1][C:2]1[CH:3]=[CH:4][C:5]([O:23][CH:24]([F:26])[F:25])=[C:6]([C:8]2[C:13]([O:14][CH3:15])=[CH:12][N:11]([CH:16]([CH2:20][CH3:21])[C:17]([NH:27][C:28]3[CH:29]=[CH:30][C:31]4[N:32]([CH:34]=[C:35]([C:37]([O:39][CH2:40][CH3:41])=[O:38])[N:36]=4)[CH:33]=3)=[O:18])[C:10](=[O:22])[CH:9]=2)[CH:7]=1. Given the reactants [Cl:1][C:2]1[CH:3]=[CH:4][C:5]([O:23][CH:24]([F:26])[F:25])=[C:6]([C:8]2[C:13]([O:14][CH3:15])=[CH:12][N:11]([CH:16]([CH2:20][CH3:21])[C:17](O)=[O:18])[C:10](=[O:22])[CH:9]=2)[CH:7]=1.[NH2:27][C:28]1[CH:29]=[CH:30][C:31]2[N:32]([CH:34]=[C:35]([C:37]([O:39][CH2:40][CH3:41])=[O:38])[N:36]=2)[CH:33]=1, predict the reaction product. (2) Given the reactants [CH3:1][O:2][C:3]([CH:6]1[CH2:10][O:9]C(C)(C)[N:7]1[C:13]([O:15][C:16]([CH3:19])([CH3:18])[CH3:17])=[O:14])([CH3:5])[CH3:4].O.C1(C)C=CC(S(O)(=O)=O)=CC=1, predict the reaction product. The product is: [OH:9][CH2:10][CH:6]([NH:7][C:13](=[O:14])[O:15][C:16]([CH3:19])([CH3:18])[CH3:17])[C:3]([O:2][CH3:1])([CH3:4])[CH3:5]. (3) The product is: [F:26][C:20]1[CH:21]=[C:22]([F:25])[CH:23]=[CH:24][C:19]=1[C:16]1[CH:15]=[CH:14][C:13]([C@@H:11]([N:7]2[CH2:6][CH2:5][C@:4]([CH2:3][CH2:2][NH:1][C:35]([NH2:34])=[O:36])([C:27]3[CH:28]=[CH:29][C:30]([F:33])=[CH:31][CH:32]=3)[O:9][C:8]2=[O:10])[CH3:12])=[CH:18][CH:17]=1. Given the reactants [NH2:1][CH2:2][CH2:3][C@@:4]1([C:27]2[CH:32]=[CH:31][C:30]([F:33])=[CH:29][CH:28]=2)[O:9][C:8](=[O:10])[N:7]([C@H:11]([C:13]2[CH:18]=[CH:17][C:16]([C:19]3[CH:24]=[CH:23][C:22]([F:25])=[CH:21][C:20]=3[F:26])=[CH:15][CH:14]=2)[CH3:12])[CH2:6][CH2:5]1.[NH2:34][C:35](N)=[O:36].Cl, predict the reaction product. (4) Given the reactants [C:1](OC(=O)C)(=[O:3])[CH3:2].FC(F)(F)C(O)=O.[CH3:15][O:16][C:17]1[CH:18]=[C:19]([C:29]2[N:30]=[C:31]([O:38][C@@H:39]([C@H:41]3[CH2:45][NH:44][C:43](=[O:46])[CH2:42]3)[CH3:40])[C:32]3[N:33]([N:35]=[CH:36][CH:37]=3)[CH:34]=2)[CH:20]=[CH:21][C:22]=1[N:23]1[CH2:28][CH2:27][NH:26][CH2:25][CH2:24]1.C(N(CC)CC)C, predict the reaction product. The product is: [C:1]([N:26]1[CH2:25][CH2:24][N:23]([C:22]2[CH:21]=[CH:20][C:19]([C:29]3[N:30]=[C:31]([O:38][C@@H:39]([C@H:41]4[CH2:45][NH:44][C:43](=[O:46])[CH2:42]4)[CH3:40])[C:32]4[N:33]([N:35]=[CH:36][CH:37]=4)[CH:34]=3)=[CH:18][C:17]=2[O:16][CH3:15])[CH2:28][CH2:27]1)(=[O:3])[CH3:2]. (5) Given the reactants Cl.[CH2:2]([O:4][C:5](=[O:9])[CH2:6][NH:7][CH3:8])[CH3:3].C(=O)([O-])[O-].[K+].[K+].[CH3:16][O:17][C:18]1[CH:40]=[CH:39][C:21]([C:22]([C:24]2[S:28][C:27]([C:29]3[CH:34]=[CH:33][CH:32]=[CH:31][CH:30]=3)=[C:26]([CH2:35][C:36]([OH:38])=O)[CH:25]=2)=[O:23])=[CH:20][CH:19]=1.O, predict the reaction product. The product is: [CH3:16][O:17][C:18]1[CH:19]=[CH:20][C:21]([C:22]([C:24]2[S:28][C:27]([C:29]3[CH:30]=[CH:31][CH:32]=[CH:33][CH:34]=3)=[C:26]([CH2:35][C:36]([N:7]([CH2:6][C:5]([O:4][CH2:2][CH3:3])=[O:9])[CH3:8])=[O:38])[CH:25]=2)=[O:23])=[CH:39][CH:40]=1. (6) Given the reactants [Br:1][C:2]1[N:7]=[C:6]([CH:8]([NH:28][C:29]([N:31]2[CH2:36][CH2:35][CH:34]([N:37]3[CH2:46][C:45]4[C:40](=[CH:41][CH:42]=[CH:43][CH:44]=4)[NH:39][C:38]3=[O:47])[CH2:33][CH2:32]2)=[O:30])[CH2:9][C:10]2[CH:18]=[C:17]([CH3:19])[C:16]3[C:12](=[CH:13][N:14](COCC[Si](C)(C)C)[N:15]=3)[CH:11]=2)[CH:5]=[CH:4][CH:3]=1.[F-].C([N+](CCCC)(CCCC)CCCC)CCC, predict the reaction product. The product is: [Br:1][C:2]1[N:7]=[C:6]([CH:8]([NH:28][C:29]([N:31]2[CH2:32][CH2:33][CH:34]([N:37]3[CH2:46][C:45]4[C:40](=[CH:41][CH:42]=[CH:43][CH:44]=4)[NH:39][C:38]3=[O:47])[CH2:35][CH2:36]2)=[O:30])[CH2:9][C:10]2[CH:11]=[C:12]3[C:16](=[C:17]([CH3:19])[CH:18]=2)[NH:15][N:14]=[CH:13]3)[CH:5]=[CH:4][CH:3]=1. (7) Given the reactants [Cl:1][C:2]1[CH:7]=[CH:6][CH:5]=[CH:4][C:3]=1[C:8]1[CH:17]=[C:16]([C:18](=[O:29])[CH2:19][N:20]2[CH2:25][CH2:24][N:23]([CH:26]([CH3:28])[CH3:27])[CH2:22][CH2:21]2)[CH:15]=[C:14]2[C:9]=1[CH2:10][N:11](CC1C=CC(OC)=CC=1)[C:12](=[O:38])[N:13]2[C:30]1[C:35]([Cl:36])=[CH:34][CH:33]=[CH:32][C:31]=1[Cl:37], predict the reaction product. The product is: [Cl:1][C:2]1[CH:7]=[CH:6][CH:5]=[CH:4][C:3]=1[C:8]1[CH:17]=[C:16]([C:18](=[O:29])[CH2:19][N:20]2[CH2:21][CH2:22][N:23]([CH:26]([CH3:28])[CH3:27])[CH2:24][CH2:25]2)[CH:15]=[C:14]2[C:9]=1[CH2:10][NH:11][C:12](=[O:38])[N:13]2[C:30]1[C:31]([Cl:37])=[CH:32][CH:33]=[CH:34][C:35]=1[Cl:36]. (8) The product is: [CH2:1]([C:3]([C:21]1[O:22][C:23]2[CH:29]=[C:28]([C:30]([N:72]([CH2:71][C:70]([OH:69])=[O:74])[CH3:73])=[O:31])[CH:27]=[CH:26][C:24]=2[CH:25]=1)([C:6]1[CH:11]=[CH:10][C:9]([O:12][CH2:13][CH:14]([OH:19])[C:15]([CH3:17])([CH3:18])[CH3:16])=[C:8]([CH3:20])[CH:7]=1)[CH2:4][CH3:5])[CH3:2]. Given the reactants [CH2:1]([C:3]([C:21]1[O:22][C:23]2[CH:29]=[C:28]([C:30](O)=[O:31])[CH:27]=[CH:26][C:24]=2[CH:25]=1)([C:6]1[CH:11]=[CH:10][C:9]([O:12][CH2:13][CH:14]([OH:19])[C:15]([CH3:18])([CH3:17])[CH3:16])=[C:8]([CH3:20])[CH:7]=1)[CH2:4][CH3:5])[CH3:2].CN(C(ON1N=NC2C=CC=NC1=2)=[N+](C)C)C.F[P-](F)(F)(F)(F)F.CCN(C(C)C)C(C)C.Cl.C([O:69][C:70](=[O:74])[CH2:71][NH:72][CH3:73])C.[OH-].[Na+], predict the reaction product. (9) Given the reactants [CH2:1]([C:4]1[CH:9]=[C:8]([O:10]CC2C=CC=CC=2)[CH:7]=[C:6]([CH2:18][CH:19]=[CH2:20])[C:5]=1[OH:21])[CH:2]=[CH2:3].Br[CH:23]([C:28]1[CH:33]=[CH:32][C:31]([Cl:34])=[CH:30][CH:29]=1)[C:24]([O:26][CH3:27])=[O:25].C([O-])([O-])=O.[Cs+].[Cs+].CCOCC, predict the reaction product. The product is: [CH2:18]([C:6]1[CH:7]=[C:8]([OH:10])[CH:9]=[C:4]([CH2:1][CH:2]=[CH2:3])[C:5]=1[O:21][CH:23]([C:28]1[CH:33]=[CH:32][C:31]([Cl:34])=[CH:30][CH:29]=1)[C:24]([O:26][CH3:27])=[O:25])[CH:19]=[CH2:20].